This data is from Forward reaction prediction with 1.9M reactions from USPTO patents (1976-2016). The task is: Predict the product of the given reaction. Given the reactants [Cl:1][C:2]1[C:7]([C:8]([N:10]([C:15]2[CH:20]=[CH:19][C:18]([O:21][CH3:22])=[C:17]([C:23]#[N:24])[CH:16]=2)[CH2:11][C@H:12]([OH:14])[CH3:13])=[O:9])=[C:6](Cl)[N:5]=[CH:4][N:3]=1.C(=O)([O-])[O-].[K+].[K+], predict the reaction product. The product is: [Cl:1][C:2]1[C:7]2[C:8](=[O:9])[N:10]([C:15]3[CH:20]=[CH:19][C:18]([O:21][CH3:22])=[C:17]([CH:16]=3)[C:23]#[N:24])[CH2:11][C@@H:12]([CH3:13])[O:14][C:6]=2[N:5]=[CH:4][N:3]=1.